From a dataset of Full USPTO retrosynthesis dataset with 1.9M reactions from patents (1976-2016). Predict the reactants needed to synthesize the given product. (1) Given the product [CH3:1][O:2][C:3]1[CH:4]=[C:5]([CH:31]=[CH:32][C:33]=1[O:34][CH3:35])[CH2:6][N:7]1[C:11]([C:12]2[S:24][C:15]3[N:16]=[CH:17][N:18]=[C:19]([NH2:37])[C:14]=3[CH:13]=2)=[C:10]([C:25]2[CH:30]=[CH:29][CH:28]=[CH:27][CH:26]=2)[N:9]=[CH:8]1, predict the reactants needed to synthesize it. The reactants are: [CH3:1][O:2][C:3]1[CH:4]=[C:5]([CH:31]=[CH:32][C:33]=1[O:34][CH3:35])[CH2:6][N:7]1[C:11]([C:12]2[S:24][C:15]3[N:16]=[CH:17][N:18]=[C:19](S(C)(=O)=O)[C:14]=3[CH:13]=2)=[C:10]([C:25]2[CH:30]=[CH:29][CH:28]=[CH:27][CH:26]=2)[N:9]=[CH:8]1.C[N:37]1C(C2SC3N=CN=C(S(C)(=O)=O)C=3C=2)=C(C2C=CC=CC=2)N=C1. (2) Given the product [Br:35][CH2:36][CH2:37][O:23][C:16]1[CH:15]=[C:14]2[C:19]([C:20](=[O:22])[CH:21]=[C:12]([C:11]3[CH:24]=[CH:25][C:26]([O:27][CH2:28][C:29]4[CH:34]=[CH:33][CH:32]=[CH:31][CH:30]=4)=[C:9]([O:8][CH2:1][C:2]4[CH:3]=[CH:4][CH:5]=[CH:6][CH:7]=4)[CH:10]=3)[O:13]2)=[CH:18][CH:17]=1, predict the reactants needed to synthesize it. The reactants are: [CH2:1]([O:8][C:9]1[CH:10]=[C:11]([CH:24]=[CH:25][C:26]=1[O:27][CH2:28][C:29]1[CH:34]=[CH:33][CH:32]=[CH:31][CH:30]=1)[C:12]1[O:13][C:14]2[C:19]([C:20](=[O:22])[CH:21]=1)=[CH:18][CH:17]=[C:16]([OH:23])[CH:15]=2)[C:2]1[CH:7]=[CH:6][CH:5]=[CH:4][CH:3]=1.[Br:35][CH:36](Br)[CH3:37].C(=O)([O-])[O-].[K+].[K+].[K+].[Br-]. (3) Given the product [N:16]1([C:9]([O:11][C:12]([CH3:13])([CH3:14])[CH3:15])=[O:10])[CH2:21][CH2:20][CH:19]([C:22]([O:24][CH2:25][CH3:26])=[O:23])[CH2:18][CH2:17]1, predict the reactants needed to synthesize it. The reactants are: [C:12]([O:11][C:9](O[C:9]([O:11][C:12]([CH3:15])([CH3:14])[CH3:13])=[O:10])=[O:10])([CH3:15])([CH3:14])[CH3:13].[NH:16]1[CH2:21][CH2:20][CH:19]([C:22]([O:24][CH2:25][CH3:26])=[O:23])[CH2:18][CH2:17]1.CCN(CC)CC. (4) Given the product [F:12][C:10]1[CH:9]=[CH:8][CH:7]=[C:6]2[C:11]=1[C:2]([NH:27][C:23]1[CH:22]=[C:21]3[C:26](=[CH:25][CH:24]=1)[N:18]([CH2:17][C:16]1[CH:28]=[CH:29][CH:30]=[C:14]([F:13])[CH:15]=1)[N:19]=[CH:20]3)=[N:3][CH:4]=[N:5]2, predict the reactants needed to synthesize it. The reactants are: Cl[C:2]1[C:11]2[C:6](=[CH:7][CH:8]=[CH:9][C:10]=2[F:12])[N:5]=[CH:4][N:3]=1.[F:13][C:14]1[CH:15]=[C:16]([CH:28]=[CH:29][CH:30]=1)[CH2:17][N:18]1[C:26]2[C:21](=[CH:22][C:23]([NH2:27])=[CH:24][CH:25]=2)[CH:20]=[N:19]1.C(N(C(C)C)CC)(C)C. (5) The reactants are: [Br:1][C:2]1[CH:14]=[CH:13][C:12]2[C:11]3[C:6](=[CH:7][C:8](Br)=[CH:9][CH:10]=3)[C:5]([CH2:24][CH2:25][CH2:26][CH2:27][CH2:28][CH2:29][CH2:30][CH3:31])([CH2:16][CH2:17][CH2:18][CH2:19][CH2:20][CH2:21][CH2:22][CH3:23])[C:4]=2[CH:3]=1.COC(C)(C)C.C([Li])CCC.C(O[B:47]1[O:51][C:50]([CH3:53])([CH3:52])[C:49]([CH3:55])([CH3:54])[O:48]1)(C)C. Given the product [Br:1][C:2]1[CH:14]=[CH:13][C:12]2[C:11]3[C:6](=[CH:7][C:8]([B:47]4[O:48][C:49]([CH3:54])([CH3:55])[C:50]([CH3:52])([CH3:53])[O:51]4)=[CH:9][CH:10]=3)[C:5]([CH2:24][CH2:25][CH2:26][CH2:27][CH2:28][CH2:29][CH2:30][CH3:31])([CH2:16][CH2:17][CH2:18][CH2:19][CH2:20][CH2:21][CH2:22][CH3:23])[C:4]=2[CH:3]=1, predict the reactants needed to synthesize it. (6) Given the product [Br:25][CH2:1][C:2]1[C:3]([C:12]2[CH:17]=[CH:16][CH:15]=[CH:14][CH:13]=2)=[N:4][O:5][C:6]=1[C:7]([O:9][CH2:10][CH3:11])=[O:8], predict the reactants needed to synthesize it. The reactants are: [CH3:1][C:2]1[C:3]([C:12]2[CH:17]=[CH:16][CH:15]=[CH:14][CH:13]=2)=[N:4][O:5][C:6]=1[C:7]([O:9][CH2:10][CH3:11])=[O:8].C1C(=O)N([Br:25])C(=O)C1.C(OOC(=O)C1C=CC=CC=1)(=O)C1C=CC=CC=1.C(Cl)(Cl)(Cl)Cl.